This data is from Full USPTO retrosynthesis dataset with 1.9M reactions from patents (1976-2016). The task is: Predict the reactants needed to synthesize the given product. (1) The reactants are: [OH-].[Li+].[F:3][C:4]1[CH:5]=[C:6]([CH:11]2[CH2:16][N:15]([C:17]([O:19][C:20]([CH3:23])([CH3:22])[CH3:21])=[O:18])[CH:14]([CH:24]3[CH2:29][CH2:28][O:27][CH2:26][CH2:25]3)[C:13](=[O:30])[N:12]2[CH2:31][C:32]([O:34]C)=[O:33])[CH:7]=[C:8]([F:10])[CH:9]=1.Cl. Given the product [C:20]([O:19][C:17]([N:15]1[CH2:16][CH:11]([C:6]2[CH:5]=[C:4]([F:3])[CH:9]=[C:8]([F:10])[CH:7]=2)[N:12]([CH2:31][C:32]([OH:34])=[O:33])[C:13](=[O:30])[CH:14]1[CH:24]1[CH2:25][CH2:26][O:27][CH2:28][CH2:29]1)=[O:18])([CH3:23])([CH3:21])[CH3:22], predict the reactants needed to synthesize it. (2) The reactants are: [CH:1]1([C@@:6]([OH:24])([C:18]2[CH:23]=[CH:22][CH:21]=[CH:20][CH:19]=2)[C:7]([O:9][C@H:10]2[CH2:15][CH:14]3[N:16]([CH3:17])[C@@H:11]2[CH2:12][CH2:13]3)=[O:8])[CH2:5][CH2:4][CH2:3][CH2:2]1.[CH3:25][Br:26]. Given the product [Br-:26].[CH:1]1([C@@:6]([OH:24])([C:18]2[CH:19]=[CH:20][CH:21]=[CH:22][CH:23]=2)[C:7]([O:9][C@H:10]2[CH2:15][CH:14]3[N+:16]([CH3:25])([CH3:17])[C@@H:11]2[CH2:12][CH2:13]3)=[O:8])[CH2:5][CH2:4][CH2:3][CH2:2]1, predict the reactants needed to synthesize it. (3) Given the product [CH2:1]([C:3]1[C:7]2[CH:8]=[CH:9][CH:10]=[CH:11][C:6]=2[O:5][C:4]=1[C:12](=[N:21][S@@:19]([C:16]([CH3:18])([CH3:17])[CH3:15])=[O:20])[CH3:13])[CH3:2], predict the reactants needed to synthesize it. The reactants are: [CH2:1]([C:3]1[C:7]2[CH:8]=[CH:9][CH:10]=[CH:11][C:6]=2[O:5][C:4]=1[C:12](=O)[CH3:13])[CH3:2].[CH3:15][C:16]([S@:19]([NH2:21])=[O:20])([CH3:18])[CH3:17].[Na+].[Cl-]. (4) Given the product [C:1]([C:9]1[CH:13]=[C:12]([C:19]2[CH:24]=[CH:23][CH:22]=[CH:21][CH:20]=2)[S:11][C:10]=1[NH:15][C:16](=[O:18])[CH3:17])(=[O:8])[C:2]1[CH:7]=[CH:6][CH:5]=[CH:4][CH:3]=1, predict the reactants needed to synthesize it. The reactants are: [C:1]([C:9]1[CH:13]=[C:12](Br)[S:11][C:10]=1[NH:15][C:16](=[O:18])[CH3:17])(=[O:8])[C:2]1[CH:7]=[CH:6][CH:5]=[CH:4][CH:3]=1.[C:19]1(B(O)O)[CH:24]=[CH:23][CH:22]=[CH:21][CH:20]=1.C([O-])([O-])=O.[Na+].[Na+]. (5) Given the product [Cl:33][C:30]1[CH:29]=[C:28]([Cl:34])[CH:27]=[CH:32][C:31]=1[NH:1][C:2]1[CH:3]=[C:4]2[C:8]3=[C:9]([CH2:11][S:12][CH2:13][CH2:14][N:7]3[C@H:6]3[CH2:15][CH2:16][NH:17][CH2:18][C@@H:5]23)[CH:10]=1, predict the reactants needed to synthesize it. The reactants are: [NH2:1][C:2]1[CH:3]=[C:4]2[C:8]3=[C:9]([CH2:11][S:12][CH2:13][CH2:14][N:7]3[C@H:6]3[CH2:15][CH2:16][N:17](C(OC(C)(C)C)=O)[CH2:18][C@@H:5]23)[CH:10]=1.Br[C:27]1[CH:32]=[CH:31][C:30]([Cl:33])=[CH:29][C:28]=1[Cl:34].CC([O-])(C)C.[Na+]. (6) Given the product [CH3:16][O:17][CH2:25][C:26]1[C:8]([CH3:7])=[CH:4][CH2:5][C:27]=1[CH3:28], predict the reactants needed to synthesize it. The reactants are: C[Li].Br[C:4]1[C:5](=O)C[CH2:7][C:8]=1C.C([Li])(C)(C)C.[CH2:16]=[O:17].CI.[H-].[Na+].[Cl-].[Na+].O1[CH2:28][CH2:27][CH2:26][CH2:25]1. (7) Given the product [C:18]([S:10][CH2:8][CH:5]1[CH2:4][CH2:3][N:2]([CH3:1])[CH2:7][CH2:6]1)(=[O:20])[CH3:19], predict the reactants needed to synthesize it. The reactants are: [CH3:1][N:2]1[CH2:7][CH2:6][CH:5]([CH2:8]O)[CH2:4][CH2:3]1.[S-2:10].[Na+].[Na+].P(=O)(O)(O)O.[C:18](Cl)(=[O:20])[CH3:19].